Dataset: Reaction yield outcomes from USPTO patents with 853,638 reactions. Task: Predict the reaction yield, written as a fraction of the theoretical maximum amount of product (1.0 means a 100% yield; for example, 0.34 means a 34% yield). (1) The reactants are [CH2:1]([NH2:8])[C:2]1[CH:7]=[CH:6][CH:5]=[CH:4][CH:3]=1.C(O)(=O)C.C[O:14][CH:15]1[CH:19]([CH:20]=O)[CH2:18][CH:17](OC)O1.O. The catalyst is C(OCC)(=O)C. The product is [CH2:1]([N:8]1[CH:17]=[CH:18][C:19]([CH:15]=[O:14])=[CH:20]1)[C:2]1[CH:7]=[CH:6][CH:5]=[CH:4][CH:3]=1. The yield is 0.688. (2) The reactants are [CH3:1][O:2][C:3]1[CH:4]=[C:5]([CH:8]=[CH:9][C:10]=1[N+:11]([O-:13])=[O:12])[CH2:6]O.C1(P(C2C=CC=CC=2)C2C=CC=CC=2)C=CC=CC=1.[Cl:33]N1C(=O)CCC1=O.C(=O)([O-])[O-].[Na+].[Na+]. The catalyst is ClCCl. The product is [CH3:1][O:2][C:3]1[CH:4]=[C:5]([CH:8]=[CH:9][C:10]=1[N+:11]([O-:13])=[O:12])[CH2:6][Cl:33]. The yield is 0.840. (3) The reactants are F[C:2]1[CH:10]=[C:9]([C:11]([F:14])([F:13])[F:12])[CH:8]=[C:7]([F:15])[C:3]=1[C:4]([OH:6])=[O:5].Br[Mg][CH:18]1[CH2:20][CH2:19]1.[NH4+].[Cl-]. The catalyst is C1COCC1. The product is [CH:18]1([C:2]2[CH:10]=[C:9]([C:11]([F:14])([F:13])[F:12])[CH:8]=[C:7]([F:15])[C:3]=2[C:4]([OH:6])=[O:5])[CH2:20][CH2:19]1. The yield is 0.630. (4) The reactants are [CH2:1]([N:8]1[C:16]2[C:11](=[CH:12][CH:13]=[CH:14][CH:15]=2)[C:10]([C:17]2[O:18][C:19]([C:22]([OH:24])=O)=[CH:20][CH:21]=2)=[N:9]1)[C:2]1[CH:7]=[CH:6][CH:5]=[CH:4][CH:3]=1.O=S(Cl)Cl.[NH2:29][OH:30].Cl.C([O-])([O-])=O.[K+].[K+]. The catalyst is CN(C=O)C.O. The product is [CH2:1]([N:8]1[C:16]2[C:11](=[CH:12][CH:13]=[CH:14][CH:15]=2)[C:10]([C:17]2[O:18][C:19]([C:22]([NH:29][OH:30])=[O:24])=[CH:20][CH:21]=2)=[N:9]1)[C:2]1[CH:7]=[CH:6][CH:5]=[CH:4][CH:3]=1. The yield is 0.740. (5) The reactants are [CH3:1][S:2]([C:5]1[CH:10]=[CH:9][C:8]([N:11]2[C:15]3=[N:16][CH:17]=[N:18][C:19](O)=[C:14]3[CH:13]=[N:12]2)=[CH:7][CH:6]=1)(=[O:4])=[O:3].CN(C)C1C=CC=CC=1.O=P(Cl)(Cl)[Cl:32]. No catalyst specified. The product is [Cl:32][C:19]1[N:18]=[CH:17][N:16]=[C:15]2[N:11]([C:8]3[CH:9]=[CH:10][C:5]([S:2]([CH3:1])(=[O:4])=[O:3])=[CH:6][CH:7]=3)[N:12]=[CH:13][C:14]=12. The yield is 0.270. (6) The reactants are [OH:1][C:2]1[CH:10]=[CH:9][C:8]2[N:7]3[C@H:11]([CH3:16])[CH2:12][NH:13][C:14](=[O:15])[C:6]3=[CH:5][C:4]=2[CH:3]=1.C(=O)([O-])[O-].[K+].[K+].Br[CH2:24][CH2:25][CH2:26][Cl:27]. No catalyst specified. The product is [Cl:27][CH2:26][CH2:25][CH2:24][O:1][C:2]1[CH:10]=[CH:9][C:8]2[N:7]3[C@H:11]([CH3:16])[CH2:12][NH:13][C:14](=[O:15])[C:6]3=[CH:5][C:4]=2[CH:3]=1. The yield is 0.560. (7) The reactants are B(F)(F)F.CCOCC.[BH4-].[Na+].[CH3:12][O:13][C:14]([C:16]1[CH:21]=[CH:20][C:19]([C:22]2[O:23][C:24]([CH3:32])=[C:25]([CH2:27][CH2:28][C:29](O)=[O:30])[N:26]=2)=[CH:18][CH:17]=1)=[O:15]. The catalyst is O1CCCC1. The product is [OH:30][CH2:29][CH2:28][CH2:27][C:25]1[N:26]=[C:22]([C:19]2[CH:18]=[CH:17][C:16]([C:14]([O:13][CH3:12])=[O:15])=[CH:21][CH:20]=2)[O:23][C:24]=1[CH3:32]. The yield is 0.850.